This data is from Full USPTO retrosynthesis dataset with 1.9M reactions from patents (1976-2016). The task is: Predict the reactants needed to synthesize the given product. (1) Given the product [Cl:1][C:2]1[S:9][C:8]2[CH:7]=[C:6]([C:10]([NH:12][C@H:13]3[CH2:21][C:20]4[C:15](=[CH:16][CH:17]=[CH:18][CH:19]=4)[C@@H:14]3[N:22]([CH3:23])[C:24](=[O:27])[CH2:25][N:29]3[CH2:34][CH2:33][O:32][CH2:31][CH2:30]3)=[O:11])[NH:5][C:4]=2[C:3]=1[Cl:28], predict the reactants needed to synthesize it. The reactants are: [Cl:1][C:2]1[S:9][C:8]2[CH:7]=[C:6]([C:10]([NH:12][C@@H:13]3[CH2:21][C:20]4[C:15](=[CH:16][CH:17]=[CH:18][CH:19]=4)[C@H:14]3[N:22]([C:24](=[O:27])[CH2:25]Cl)[CH3:23])=[O:11])[NH:5][C:4]=2[C:3]=1[Cl:28].[NH:29]1[CH2:34][CH2:33][O:32][CH2:31][CH2:30]1. (2) Given the product [Cl:13][C:5]1[CH:4]=[C:3]([CH2:2][N:26]2[CH2:27][CH2:28][C:24]([F:29])([F:23])[CH2:25]2)[C:12]2[C:7](=[CH:8][CH:9]=[CH:10][CH:11]=2)[N:6]=1, predict the reactants needed to synthesize it. The reactants are: Br[CH2:2][C:3]1[C:12]2[C:7](=[CH:8][CH:9]=[CH:10][CH:11]=2)[N:6]=[C:5]([Cl:13])[CH:4]=1.C(=O)([O-])[O-].[K+].[K+].[I-].[Na+].Cl.[F:23][C:24]1([F:29])[CH2:28][CH2:27][NH:26][CH2:25]1. (3) Given the product [Br:7][C:8]1[CH:9]=[C:10]([CH3:33])[C:11]([N:17]([S:19]([C:22]2[CH:27]=[CH:26][C:25]([O:28][CH2:29][CH2:30][CH2:31][CH3:32])=[CH:24][CH:23]=2)(=[O:21])=[O:20])[CH3:18])=[C:12]([CH:16]=1)[C:13]([NH:35][OH:34])=[O:14], predict the reactants needed to synthesize it. The reactants are: C(Cl)(=O)C(Cl)=O.[Br:7][C:8]1[CH:9]=[C:10]([CH3:33])[C:11]([N:17]([S:19]([C:22]2[CH:27]=[CH:26][C:25]([O:28][CH2:29][CH2:30][CH2:31][CH3:32])=[CH:24][CH:23]=2)(=[O:21])=[O:20])[CH3:18])=[C:12]([CH:16]=1)[C:13](O)=[O:14].[OH2:34].[NH2:35]O. (4) Given the product [CH2:1]([O:8][C:9]1[N:10]=[N:11][C:12]([C:23]#[C:24][C:25]2[CH:30]=[CH:29][C:28]([F:62])=[CH:27][CH:26]=2)=[CH:13][C:14]=1[O:15][CH2:16][C:17]1[CH:18]=[CH:19][CH:20]=[CH:21][CH:22]=1)[C:2]1[CH:3]=[CH:4][CH:5]=[CH:6][CH:7]=1, predict the reactants needed to synthesize it. The reactants are: [CH2:1]([O:8][C:9]1[N:10]=[N:11][C:12]([C:23]#[C:24][C:25]2[CH:30]=[CH:29][CH:28]=[CH:27][CH:26]=2)=[CH:13][C:14]=1[O:15][CH2:16][C:17]1[CH:22]=[CH:21][CH:20]=[CH:19][CH:18]=1)[C:2]1[CH:7]=[CH:6][CH:5]=[CH:4][CH:3]=1.C(OC1N=NC(Cl)=CC=1OCC1C=CC=CC=1)C1C=CC=CC=1.C(C1C=CC([F:62])=CC=1)#C. (5) Given the product [Cl:1][C:2]1[CH:3]=[CH:4][C:5]([CH2:12][CH3:13])=[C:6]([CH:11]=1)[C:7]([O:9][CH3:10])=[O:8], predict the reactants needed to synthesize it. The reactants are: [Cl:1][C:2]1[CH:3]=[CH:4][C:5]([C:12]#[CH:13])=[C:6]([CH:11]=1)[C:7]([O:9][CH3:10])=[O:8]. (6) Given the product [F:17][C:4]1[C:3]([OH:18])=[C:2]([C:21]2[CH:22]=[CH:23][CH:24]=[CH:25][C:20]=2[Cl:19])[C:10]2[O:9][C:8]3[CH:11]=[CH:12][C:13]([C:15]#[N:16])=[CH:14][C:7]=3[C:6]=2[CH:5]=1, predict the reactants needed to synthesize it. The reactants are: Br[C:2]1[C:10]2[O:9][C:8]3[CH:11]=[CH:12][C:13]([C:15]#[N:16])=[CH:14][C:7]=3[C:6]=2[CH:5]=[C:4]([F:17])[C:3]=1[OH:18].[Cl:19][C:20]1[CH:25]=[CH:24][CH:23]=[CH:22][C:21]=1B(O)O.C(=O)([O-])[O-].[Na+].[Na+]. (7) The reactants are: C([O:4][C@H:5]1[C@H:17]([O:18]C(=O)C)[C@H:16]([CH2:22][O:23]C(=O)C)[O:15][C@@H:6]1[S:7][C:8]1[CH:13]=[CH:12][C:11]([CH3:14])=[CH:10][CH:9]=1)(=O)C.O(C)[Na]. Given the product [S:7]([C:8]1[CH:13]=[CH:12][C:11]([CH3:14])=[CH:10][CH:9]=1)[C@H:6]1[O:15][C@@H:16]([CH2:22][OH:23])[C@@H:17]([OH:18])[C@@H:5]1[OH:4], predict the reactants needed to synthesize it. (8) Given the product [Br:21][CH2:14][C:13]([C:10]1[CH:11]=[CH:12][C:7]([O:6][C:5]2[CH:19]=[CH:20][C:2]([Cl:1])=[CH:3][CH:4]=2)=[CH:8][C:9]=1[CH2:16][CH2:17][CH3:18])=[O:15], predict the reactants needed to synthesize it. The reactants are: [Cl:1][C:2]1[CH:20]=[CH:19][C:5]([O:6][C:7]2[CH:12]=[CH:11][C:10]([C:13](=[O:15])[CH3:14])=[C:9]([CH2:16][CH2:17][CH3:18])[CH:8]=2)=[CH:4][CH:3]=1.[Br:21]Br. (9) Given the product [F:1][C:2]1[CH:3]=[CH:4][C:5]([N:8]([CH3:17])[C:9](=[O:14])[C:10]([CH3:11])([CH3:13])[CH3:12])=[CH:6][CH:7]=1, predict the reactants needed to synthesize it. The reactants are: [F:1][C:2]1[CH:7]=[CH:6][C:5]([NH:8][C:9](=[O:14])[C:10]([CH3:13])([CH3:12])[CH3:11])=[CH:4][CH:3]=1.[H-].[Na+].[CH3:17]I.O.